This data is from Reaction yield outcomes from USPTO patents with 853,638 reactions. The task is: Predict the reaction yield, written as a fraction of the theoretical maximum amount of product (1.0 means a 100% yield; for example, 0.34 means a 34% yield). (1) The reactants are [OH:1][C:2]1[CH:3]=[C:4]([CH:27]=[CH:28][C:29]=1[N+:30]([O-])=O)[O:5][C:6]1[CH:15]=[CH:14][C:13]2[C:8](=[CH:9][C:10]([O:16][C:17]3[CH:22]=[CH:21][C:20]([N+:23]([O-])=O)=[C:19]([OH:26])[CH:18]=3)=[CH:11][CH:12]=2)[CH:7]=1.[K+].[Br-]. No catalyst specified. The product is [NH2:23][C:20]1[CH:21]=[CH:22][C:17]([O:16][C:10]2[CH:11]=[CH:12][C:13]3[C:8](=[CH:7][C:6]([O:5][C:4]4[CH:27]=[CH:28][C:29]([NH2:30])=[C:2]([OH:1])[CH:3]=4)=[CH:15][CH:14]=3)[CH:9]=2)=[CH:18][C:19]=1[OH:26]. The yield is 0.786. (2) The reactants are [C:1]([O:6][CH2:7][CH2:8][CH3:9])(=[O:5])[CH:2]([CH3:4])[OH:3].C(Cl)(Cl)Cl.C(N(CC)CC)C.[C:21](Cl)(=[O:25])[CH:22]([CH3:24])[CH3:23]. The catalyst is ClCCl. The product is [CH2:7]([O:6][C:1](=[O:5])[C@@H:2]([O:3][C:21](=[O:25])[CH:22]([CH3:24])[CH3:23])[CH3:4])[CH2:8][CH3:9]. The yield is 0.773.